Task: Predict the reactants needed to synthesize the given product.. Dataset: Full USPTO retrosynthesis dataset with 1.9M reactions from patents (1976-2016) Given the product [Br:12][C:13]1[CH:18]=[CH:17][C:16]([S:19]([O:11][C@H:9]2[CH2:8][C@@H:7]([N:1]3[CH2:6][CH2:5][CH2:4][CH2:3][CH2:2]3)[CH2:10]2)(=[O:21])=[O:20])=[CH:15][CH:14]=1, predict the reactants needed to synthesize it. The reactants are: [N:1]1([C@@H:7]2[CH2:10][C@H:9]([OH:11])[CH2:8]2)[CH2:6][CH2:5][CH2:4][CH2:3][CH2:2]1.[Br:12][C:13]1[CH:18]=[CH:17][C:16]([S:19](Cl)(=[O:21])=[O:20])=[CH:15][CH:14]=1.CN1C=CN=C1.